Dataset: Reaction yield outcomes from USPTO patents with 853,638 reactions. Task: Predict the reaction yield, written as a fraction of the theoretical maximum amount of product (1.0 means a 100% yield; for example, 0.34 means a 34% yield). (1) The reactants are [C:1]([C:5]1[CH:20]=[C:8]2[N:9]=[C:10]([CH3:19])[C:11]([CH2:14][C:15]([O:17][CH3:18])=[O:16])=[C:12]([Cl:13])[N:7]2[N:6]=1)([CH3:4])([CH3:3])[CH3:2].[Li+].C[Si]([N-][Si](C)(C)C)(C)C.I[CH2:32][CH2:33][CH3:34]. The catalyst is CN(C=O)C. The product is [C:1]([C:5]1[CH:20]=[C:8]2[N:9]=[C:10]([CH3:19])[C:11]([CH:14]([CH2:32][CH2:33][CH3:34])[C:15]([O:17][CH3:18])=[O:16])=[C:12]([Cl:13])[N:7]2[N:6]=1)([CH3:4])([CH3:3])[CH3:2]. The yield is 0.790. (2) The reactants are [CH3:1][N:2]([S:23]([C:26]1[S:27][CH:28]=[CH:29][N:30]=1)(=[O:25])=[O:24])[C:3]1[CH:4]=[CH:5][CH:6]=[C:7]2[C:11]=1[NH:10][C:9]([C:12]1[S:13][CH:14]([CH2:17][C:18]([O:20]CC)=[O:19])[CH2:15][N:16]=1)=[CH:8]2.O1CCCC1.C(O)C.[OH-].[Na+]. The catalyst is C(OCC)(=O)C.Cl. The product is [CH3:1][N:2]([S:23]([C:26]1[S:27][CH:28]=[CH:29][N:30]=1)(=[O:24])=[O:25])[C:3]1[CH:4]=[CH:5][CH:6]=[C:7]2[C:11]=1[NH:10][C:9]([C:12]1[S:13][CH:14]([CH2:17][C:18]([OH:20])=[O:19])[CH2:15][N:16]=1)=[CH:8]2. The yield is 0.980. (3) The reactants are [I:1][C:2]1[CH:10]=[CH:9][C:5]([C:6]([OH:8])=[O:7])=[CH:4][CH:3]=1.[CH3:11]COCC.[N+](=C)=[N-]. The catalyst is O1CCCC1. The product is [CH3:11][O:7][C:6](=[O:8])[C:5]1[CH:9]=[CH:10][C:2]([I:1])=[CH:3][CH:4]=1. The yield is 0.993.